This data is from NCI-60 drug combinations with 297,098 pairs across 59 cell lines. The task is: Regression. Given two drug SMILES strings and cell line genomic features, predict the synergy score measuring deviation from expected non-interaction effect. (1) Cell line: HCC-2998. Drug 2: C1CC(=O)NC(=O)C1N2C(=O)C3=CC=CC=C3C2=O. Synergy scores: CSS=27.6, Synergy_ZIP=-5.88, Synergy_Bliss=2.58, Synergy_Loewe=-8.01, Synergy_HSA=-1.08. Drug 1: C(=O)(N)NO. (2) Drug 1: C1=CC(=CC=C1CC(C(=O)O)N)N(CCCl)CCCl.Cl. Drug 2: C1=NC2=C(N=C(N=C2N1C3C(C(C(O3)CO)O)O)F)N. Cell line: UO-31. Synergy scores: CSS=11.1, Synergy_ZIP=-2.27, Synergy_Bliss=5.36, Synergy_Loewe=3.44, Synergy_HSA=4.59. (3) Drug 1: CCC1(CC2CC(C3=C(CCN(C2)C1)C4=CC=CC=C4N3)(C5=C(C=C6C(=C5)C78CCN9C7C(C=CC9)(C(C(C8N6C)(C(=O)OC)O)OC(=O)C)CC)OC)C(=O)OC)O.OS(=O)(=O)O. Drug 2: CC1CCCC2(C(O2)CC(NC(=O)CC(C(C(=O)C(C1O)C)(C)C)O)C(=CC3=CSC(=N3)C)C)C. Cell line: MDA-MB-231. Synergy scores: CSS=34.2, Synergy_ZIP=1.22, Synergy_Bliss=-0.0522, Synergy_Loewe=-7.55, Synergy_HSA=-0.677. (4) Drug 1: C1=NC2=C(N1)C(=S)N=C(N2)N. Drug 2: CCN(CC)CCNC(=O)C1=C(NC(=C1C)C=C2C3=C(C=CC(=C3)F)NC2=O)C. Cell line: DU-145. Synergy scores: CSS=36.0, Synergy_ZIP=2.91, Synergy_Bliss=3.04, Synergy_Loewe=-2.87, Synergy_HSA=1.73. (5) Drug 1: CC1=C(N=C(N=C1N)C(CC(=O)N)NCC(C(=O)N)N)C(=O)NC(C(C2=CN=CN2)OC3C(C(C(C(O3)CO)O)O)OC4C(C(C(C(O4)CO)O)OC(=O)N)O)C(=O)NC(C)C(C(C)C(=O)NC(C(C)O)C(=O)NCCC5=NC(=CS5)C6=NC(=CS6)C(=O)NCCC[S+](C)C)O. Drug 2: CN(CCCl)CCCl.Cl. Cell line: NCI-H226. Synergy scores: CSS=24.8, Synergy_ZIP=-6.61, Synergy_Bliss=0.0623, Synergy_Loewe=-13.3, Synergy_HSA=0.463.